Dataset: hERG potassium channel inhibition data for cardiac toxicity prediction from Karim et al.. Task: Regression/Classification. Given a drug SMILES string, predict its toxicity properties. Task type varies by dataset: regression for continuous values (e.g., LD50, hERG inhibition percentage) or binary classification for toxic/non-toxic outcomes (e.g., AMES mutagenicity, cardiotoxicity, hepatotoxicity). Dataset: herg_karim. (1) The compound is COCCc1nc(CNC2CCC(F)C2)n(C(C)C)c1-c1ccc(Cl)cc1. The result is 0 (non-blocker). (2) The compound is N[C@H](C(=O)N1CCCC1)C1CCC(NC(=O)c2cccc3ccccc23)CC1. The result is 0 (non-blocker). (3) The drug is CN(C)CC(C)(C)CNc1nn2c(-c3ccccc3)nnc2cc1C1CCC1. The result is 0 (non-blocker). (4) The molecule is Cc1cc(-c2ccc3c(c2)CCN(CCCSc2nnc(C4CCOCC4)n2C)CC3)no1. The result is 1 (blocker). (5) The drug is COc1cccc(C2(O)CCC(N3CC(NC(=O)CNc4ncnc5ccc(C(F)(F)F)cc45)C3)CC2)n1. The result is 0 (non-blocker). (6) The drug is NC(=O)CN1CCC2(CCN(c3ccc(C(=O)Nc4cc(-c5cccs5)ccc4N)cn3)CC2)C1. The result is 1 (blocker). (7) The drug is NC(C(=O)N1CCSC1)C1CCCCC1. The result is 0 (non-blocker). (8) The compound is O=C1CN(Cc2ccc(-c3cccc(CN4CCCCC4)n3)cc2)C(=O)N1C1CCC1. The result is 1 (blocker).